Dataset: Forward reaction prediction with 1.9M reactions from USPTO patents (1976-2016). Task: Predict the product of the given reaction. (1) Given the reactants [CH:1]1[C:13]2[CH2:12][C:11]3[C:6](=[CH:7][CH:8]=[CH:9][CH:10]=3)[C:5]=2[CH:4]=[CH:3][CH:2]=1.C([Li])CCC.CCCCCC.[CH2:25](Br)[CH2:26][CH2:27][CH2:28][CH2:29][CH2:30][CH2:31][CH3:32], predict the reaction product. The product is: [CH2:25]([CH:12]1[C:11]2[CH:10]=[CH:9][CH:8]=[CH:7][C:6]=2[C:5]2[C:13]1=[CH:1][CH:2]=[CH:3][CH:4]=2)[CH2:26][CH2:27][CH2:28][CH2:29][CH2:30][CH2:31][CH3:32]. (2) The product is: [F:1][C:2]1[C:7]2[N:8]=[N:9][S:10][C:6]=2[CH:5]=[C:4]([C:11]([NH:13][O:14][CH2:15][CH2:16][OH:17])=[O:12])[C:3]=1[NH:20][C:21]1[CH:26]=[CH:25][C:24]([I:27])=[CH:23][C:22]=1[F:28]. Given the reactants [F:1][C:2]1[C:7]2[N:8]=[N:9][S:10][C:6]=2[CH:5]=[C:4]([C:11]([NH:13][O:14][CH2:15][CH2:16][O:17]C=C)=[O:12])[C:3]=1[NH:20][C:21]1[CH:26]=[CH:25][C:24]([I:27])=[CH:23][C:22]=1[F:28].Cl.C([O-])(O)=O.[Na+], predict the reaction product. (3) Given the reactants [C:1]([O:5][C:6]([NH:8][C@@H:9]([CH2:17][C:18]([NH:20][C:21]1[CH:25]=[CH:24][N:23]([CH3:26])[N:22]=1)=[O:19])[C:10](OC(C)(C)C)=[O:11])=[O:7])([CH3:4])([CH3:3])[CH3:2].C1COCC1.[BH4-].[Li+].[Cl-].[NH4+], predict the reaction product. The product is: [OH:11][CH2:10][C@@H:9]([NH:8][C:6](=[O:7])[O:5][C:1]([CH3:3])([CH3:2])[CH3:4])[CH2:17][C:18]([NH:20][C:21]1[CH:25]=[CH:24][N:23]([CH3:26])[N:22]=1)=[O:19]. (4) Given the reactants [Cl:1][C:2]1[N:7]=[CH:6][C:5]([CH2:8][OH:9])=[C:4]([NH:10][C:11]2[CH:16]=[CH:15][CH:14]=[CH:13][CH:12]=2)[CH:3]=1, predict the reaction product. The product is: [Cl:1][C:2]1[CH:3]=[C:4]([NH:10][C:11]2[CH:12]=[CH:13][CH:14]=[CH:15][CH:16]=2)[C:5]([CH:8]=[O:9])=[CH:6][N:7]=1. (5) The product is: [CH2:35]([S:43][C:2]1[CH:34]=[CH:33][C:5]2=[N:6][N:7]([C:9]3[CH:14]=[C:13]([C:15]([CH2:18][C:19]([CH3:22])([CH3:21])[CH3:20])([CH3:17])[CH3:16])[CH:12]=[C:11]([C:23]([C:26]4[CH:31]=[CH:30][CH:29]=[CH:28][CH:27]=4)([CH3:25])[CH3:24])[C:10]=3[OH:32])[N:8]=[C:4]2[CH:3]=1)[CH2:36][CH2:37][CH2:38][CH2:39][CH2:40][CH2:41][CH3:42]. Given the reactants Cl[C:2]1[CH:34]=[CH:33][C:5]2=[N:6][N:7]([C:9]3[CH:14]=[C:13]([C:15]([CH2:18][C:19]([CH3:22])([CH3:21])[CH3:20])([CH3:17])[CH3:16])[CH:12]=[C:11]([C:23]([C:26]4[CH:31]=[CH:30][CH:29]=[CH:28][CH:27]=4)([CH3:25])[CH3:24])[C:10]=3[OH:32])[N:8]=[C:4]2[CH:3]=1.[CH2:35]([SH:43])[CH2:36][CH2:37][CH2:38][CH2:39][CH2:40][CH2:41][CH3:42], predict the reaction product.